Dataset: Catalyst prediction with 721,799 reactions and 888 catalyst types from USPTO. Task: Predict which catalyst facilitates the given reaction. Reactant: [NH2:1][C:2]1[N:7]=[C:6]([O:8][CH2:9][C:10]2[CH:15]=[CH:14][C:13]([CH2:16][NH:17][C:18](=[O:23])[C:19]([F:22])([F:21])[F:20])=[CH:12][CH:11]=2)[C:5]([NH2:24])=[C:4]([NH2:25])[N:3]=1.[O:26]=[C:27]1O[C@H]([C@H](CO)O)[C:30]([O-])=[C:28]1O.[Na+].C1OC(O)(CO)COC1(O)CO. Product: [NH2:1][C:2]1[N:7]=[C:6]([O:8][CH2:9][C:10]2[CH:11]=[CH:12][C:13]([CH2:16][NH:17][C:18](=[O:23])[C:19]([F:22])([F:20])[F:21])=[CH:14][CH:15]=2)[C:5]2[C:4](=[N:25][CH:30]=[C:28]([CH2:27][OH:26])[N:24]=2)[N:3]=1. The catalyst class is: 287.